From a dataset of Catalyst prediction with 721,799 reactions and 888 catalyst types from USPTO. Predict which catalyst facilitates the given reaction. (1) Reactant: O.[OH-].[Li+].C[O:5][C:6](=[O:37])[CH2:7][C:8]1[C:17]([CH3:18])=[C:16]([C:19]2[CH:24]=[CH:23][C:22]([S:25]([C:28]3[CH:33]=[C:32]([F:34])[CH:31]=[C:30]([F:35])[CH:29]=3)(=[O:27])=[O:26])=[CH:21][CH:20]=2)[C:15]2[C:10](=[CH:11][CH:12]=[C:13]([Cl:36])[CH:14]=2)[CH:9]=1. The catalyst class is: 20. Product: [Cl:36][C:13]1[CH:14]=[C:15]2[C:10](=[CH:11][CH:12]=1)[CH:9]=[C:8]([CH2:7][C:6]([OH:37])=[O:5])[C:17]([CH3:18])=[C:16]2[C:19]1[CH:20]=[CH:21][C:22]([S:25]([C:28]2[CH:29]=[C:30]([F:35])[CH:31]=[C:32]([F:34])[CH:33]=2)(=[O:27])=[O:26])=[CH:23][CH:24]=1. (2) Reactant: [N+:1]([C:4]1[CH:5]=[C:6]([OH:14])[C:7](=[CH:12][CH:13]=1)[C:8]([O:10]C)=[O:9])([O-:3])=[O:2].[OH-].[Na+].I[CH2:18][C:19](O)=[O:20]. Product: [C:19]([O:14][C:6]1[CH:5]=[C:4]([N+:1]([O-:3])=[O:2])[CH:13]=[CH:12][C:7]=1[C:8]([OH:10])=[O:9])(=[O:20])[CH3:18]. The catalyst class is: 6. (3) Reactant: [C:1]([O:5][C:6]([N:8]1[CH2:13][CH2:12][CH:11]([C:14](=[O:24])[CH2:15][C:16]2[C:21]([Br:22])=[CH:20][N:19]=[C:18]([Cl:23])[CH:17]=2)[CH2:10][CH2:9]1)=[O:7])([CH3:4])([CH3:3])[CH3:2].[CH3:25][Mg]Br. Product: [C:1]([O:5][C:6]([N:8]1[CH2:9][CH2:10][CH:11]([C:14]([OH:24])([CH3:25])[CH2:15][C:16]2[C:21]([Br:22])=[CH:20][N:19]=[C:18]([Cl:23])[CH:17]=2)[CH2:12][CH2:13]1)=[O:7])([CH3:4])([CH3:2])[CH3:3]. The catalyst class is: 7. (4) Reactant: CC1C=CC(S(O[CH2:12][C@@H:13]2[O:18][C:17]3[CH:19]=[C:20]([S:24]([CH3:27])(=[O:26])=[O:25])[CH:21]=[C:22]([Cl:23])[C:16]=3[O:15][CH2:14]2)(=O)=O)=CC=1.[NH:28]1[CH2:31][CH2:30][CH2:29]1. Product: [Cl:23][C:22]1[C:16]2[O:15][CH2:14][C@H:13]([CH2:12][N:28]3[CH2:31][CH2:30][CH2:29]3)[O:18][C:17]=2[CH:19]=[C:20]([S:24]([CH3:27])(=[O:25])=[O:26])[CH:21]=1. The catalyst class is: 10. (5) Reactant: CN1CCOCC1.Cl[C:9]([O:11][C:12]1[CH:17]=[CH:16][C:15]([N+:18]([O-:20])=[O:19])=[CH:14][CH:13]=1)=[O:10].[NH2:21][C:22]1[C:23]2[C:30]([C:31]3[CH:36]=[CH:35][C:34]([O:37][C:38]4[CH:43]=[CH:42][CH:41]=[CH:40][CH:39]=4)=[CH:33][CH:32]=3)=[CH:29][N:28]([CH:44]3[CH2:48][CH2:47][CH:46]([OH:49])[CH2:45]3)[C:24]=2[N:25]=[CH:26][N:27]=1. Product: [C:9](=[O:10])([O:11][C:12]1[CH:13]=[CH:14][C:15]([N+:18]([O-:20])=[O:19])=[CH:16][CH:17]=1)[O:49][CH:46]1[CH2:47][CH2:48][CH:44]([N:28]2[C:24]3[N:25]=[CH:26][N:27]=[C:22]([NH2:21])[C:23]=3[C:30]([C:31]3[CH:32]=[CH:33][C:34]([O:37][C:38]4[CH:43]=[CH:42][CH:41]=[CH:40][CH:39]=4)=[CH:35][CH:36]=3)=[CH:29]2)[CH2:45]1. The catalyst class is: 4. (6) Reactant: [NH4+:1].[OH-].[CH:3]1([O:9][CH2:10][C:11](Cl)=[O:12])[CH2:8][CH2:7][CH2:6][CH2:5][CH2:4]1. Product: [CH:3]1([O:9][CH2:10][C:11]([NH2:1])=[O:12])[CH2:8][CH2:7][CH2:6][CH2:5][CH2:4]1. The catalyst class is: 2. (7) Reactant: [C:1]([C:3]1[C:4]([N:17]2[CH2:20][CH:19]([C:21]([OH:23])=O)[CH2:18]2)=[N:5][C:6]([CH3:16])=[C:7]([C:9]2[O:10][C:11]([CH2:14][CH3:15])=[CH:12][N:13]=2)[CH:8]=1)#[N:2].CCN=C=NCCCN(C)C.C1C=CC2N(O)N=NC=2C=1.[Cl:45][C:46]1[S:50][C:49]([S:51]([NH2:54])(=[O:53])=[O:52])=[CH:48][CH:47]=1.CCN(C(C)C)C(C)C. Product: [Cl:45][C:46]1[S:50][C:49]([S:51]([NH:54][C:21]([CH:19]2[CH2:20][N:17]([C:4]3[C:3]([C:1]#[N:2])=[CH:8][C:7]([C:9]4[O:10][C:11]([CH2:14][CH3:15])=[CH:12][N:13]=4)=[C:6]([CH3:16])[N:5]=3)[CH2:18]2)=[O:23])(=[O:53])=[O:52])=[CH:48][CH:47]=1. The catalyst class is: 2. (8) Reactant: [CH3:1][O:2][C:3](=[O:13])[C:4]1[CH:9]=[CH:8][C:7]([C:10](=[O:12])[CH3:11])=[CH:6][CH:5]=1.[P:14]([O-:19])([O:17][CH3:18])[O:15][CH3:16]. Product: [CH3:1][O:2][C:3](=[O:13])[C:4]1[CH:9]=[CH:8][C:7]([C:10]([P:14]([O:17][CH3:18])([O:15][CH3:16])=[O:19])([OH:12])[CH3:11])=[CH:6][CH:5]=1. The catalyst class is: 49. (9) Reactant: [C:1]1([CH2:7][CH2:8][CH:9]=[O:10])[CH:6]=[CH:5][CH:4]=[CH:3][CH:2]=1.[CH2:11]([Mg]Br)[CH2:12][C:13]1[CH:18]=[CH:17][CH:16]=[CH:15][CH:14]=1.[Cl-].[NH4+]. Product: [C:1]1([CH2:7][CH2:8][CH:9]([OH:10])[CH2:11][CH2:12][C:13]2[CH:18]=[CH:17][CH:16]=[CH:15][CH:14]=2)[CH:6]=[CH:5][CH:4]=[CH:3][CH:2]=1. The catalyst class is: 1.